This data is from Forward reaction prediction with 1.9M reactions from USPTO patents (1976-2016). The task is: Predict the product of the given reaction. (1) The product is: [C:34]([O:33][C:31]([NH:1][C:2]1[C:15]([O:16][CH3:17])=[CH:14][C:13]2[C@:12]34[CH2:18][CH2:19][N:20]([C:21]([O:23][CH2:24][C:25]5[CH:26]=[CH:27][CH:28]=[CH:29][CH:30]=5)=[O:22])[C@@H:6]([C@@H:7]3[CH2:8][CH2:9][CH2:10][CH2:11]4)[CH2:5][C:4]=2[CH:3]=1)=[O:32])([CH3:37])([CH3:36])[CH3:35]. Given the reactants [NH2:1][C:2]1[C:15]([O:16][CH3:17])=[CH:14][C:13]2[C@:12]34[CH2:18][CH2:19][N:20]([C:21]([O:23][CH2:24][C:25]5[CH:30]=[CH:29][CH:28]=[CH:27][CH:26]=5)=[O:22])[C@@H:6]([C@@H:7]3[CH2:8][CH2:9][CH2:10][CH2:11]4)[CH2:5][C:4]=2[CH:3]=1.[C:31](O[C:31]([O:33][C:34]([CH3:37])([CH3:36])[CH3:35])=[O:32])([O:33][C:34]([CH3:37])([CH3:36])[CH3:35])=[O:32].C([O-])(O)=O.[Na+], predict the reaction product. (2) The product is: [CH2:8]([O:15][N:16]1[C:22](=[O:23])[N:21]2[CH2:24][C@H:17]1[CH2:18][CH2:19][C@H:20]2[C:25]1[O:26][C:27]([N:30]2[CH2:35][CH2:34][N:33]([CH3:1])[CH2:32][CH2:31]2)=[N:28][N:29]=1)[C:9]1[CH:10]=[CH:11][CH:12]=[CH:13][CH:14]=1. Given the reactants [CH3:1]CN(CC)CC.[CH2:8]([O:15][N:16]1[C:22](=[O:23])[N:21]2[CH2:24][C@H:17]1[CH2:18][CH2:19][C@H:20]2[C:25]1[O:26][C:27]([N:30]2[CH2:35][CH2:34][NH:33][CH2:32][CH2:31]2)=[N:28][N:29]=1)[C:9]1[CH:14]=[CH:13][CH:12]=[CH:11][CH:10]=1.CI, predict the reaction product. (3) Given the reactants Br[C:2]1[CH:7]=[CH:6][C:5]([Br:8])=[CH:4][N:3]=1.[CH3:9][N:10]1[CH2:16][CH2:15][CH2:14][NH:13][CH2:12][CH2:11]1.C(=O)(O)[O-].[Na+], predict the reaction product. The product is: [Br:8][C:5]1[CH:6]=[CH:7][C:2]([N:13]2[CH2:14][CH2:15][CH2:16][N:10]([CH3:9])[CH2:11][CH2:12]2)=[N:3][CH:4]=1. (4) Given the reactants [CH3:1][C:2]1[CH:3]=[C:4]2[C:8](=[CH:9][CH:10]=1)[NH:7][C:6](=[O:11])[CH:5]2[CH2:12][CH2:13][CH2:14][CH2:15]OS(C)(=O)=O.[Cl:21][C:22]1[CH:27]=[CH:26][C:25]([N:28]2[CH2:33][CH2:32][NH:31][CH2:30][CH2:29]2)=[CH:24][CH:23]=1, predict the reaction product. The product is: [Cl:21][C:22]1[CH:23]=[CH:24][C:25]([N:28]2[CH2:33][CH2:32][N:31]([CH2:15][CH2:14][CH2:13][CH2:12][CH:5]3[C:4]4[C:8](=[CH:9][CH:10]=[C:2]([CH3:1])[CH:3]=4)[NH:7][C:6]3=[O:11])[CH2:30][CH2:29]2)=[CH:26][CH:27]=1. (5) Given the reactants [F:1][C:2]1[CH:7]=[CH:6][C:5]([C:8]2[N:9]=[CH:10][N:11]3[CH2:16][CH2:15][NH:14][CH2:13][C:12]=23)=[CH:4][CH:3]=1.CCN(CC)CC.[N:24]([C:27]1[CH:32]=[CH:31][CH:30]=[CH:29][CH:28]=1)=[C:25]=[O:26], predict the reaction product. The product is: [F:1][C:2]1[CH:3]=[CH:4][C:5]([C:8]2[N:9]=[CH:10][N:11]3[CH2:16][CH2:15][N:14]([C:25]([NH:24][C:27]4[CH:32]=[CH:31][CH:30]=[CH:29][CH:28]=4)=[O:26])[CH2:13][C:12]=23)=[CH:6][CH:7]=1. (6) Given the reactants C([S-])C.[Na+].C[O:6][C:7]1[CH:12]=[CH:11][C:10]([S:13]([C:16]2[CH:21]=[CH:20][C:19]([CH:22]3[CH2:26][CH2:25][N:24]([CH3:27])[CH2:23]3)=[C:18]([CH3:28])[CH:17]=2)(=[O:15])=[O:14])=[CH:9][CH:8]=1, predict the reaction product. The product is: [CH3:28][C:18]1[CH:17]=[C:16]([S:13]([C:10]2[CH:9]=[CH:8][C:7]([OH:6])=[CH:12][CH:11]=2)(=[O:15])=[O:14])[CH:21]=[CH:20][C:19]=1[CH:22]1[CH2:26][CH2:25][N:24]([CH3:27])[CH2:23]1. (7) Given the reactants [Cl:1][C:2]1[N:7]=[CH:6][C:5]2[C:8]([CH3:21])([CH3:20])[C:9](=[O:19])[N:10](COCC[Si](C)(C)C)[C:4]=2[CH:3]=1.C(O)(C(F)(F)F)=O.N1CCNCC1.O, predict the reaction product. The product is: [Cl:1][C:2]1[N:7]=[CH:6][C:5]2[C:8]([CH3:21])([CH3:20])[C:9](=[O:19])[NH:10][C:4]=2[CH:3]=1.